From a dataset of Full USPTO retrosynthesis dataset with 1.9M reactions from patents (1976-2016). Predict the reactants needed to synthesize the given product. (1) The reactants are: [C:1]([O:5][C:6]([NH:8][C@H:9]([C:22]([O:24][C:25]([CH3:28])([CH3:27])[CH3:26])=[O:23])[CH2:10][C@H:11]([CH2:19][C:20]#[CH:21])[C:12]([O:14][C:15]([CH3:18])([CH3:17])[CH3:16])=[O:13])=[O:7])([CH3:4])([CH3:3])[CH3:2].[N:29]([CH2:32][CH2:33][OH:34])=[N+:30]=[N-:31].C(N(CC)C(C)C)(C)C. Given the product [C:1]([O:5][C:6]([NH:8][C@H:9]([C:22]([O:24][C:25]([CH3:28])([CH3:27])[CH3:26])=[O:23])[CH2:10][C@H:11]([CH2:19][C:20]1[N:31]=[N:30][N:29]([CH2:32][CH2:33][OH:34])[CH:21]=1)[C:12]([O:14][C:15]([CH3:16])([CH3:17])[CH3:18])=[O:13])=[O:7])([CH3:4])([CH3:2])[CH3:3], predict the reactants needed to synthesize it. (2) Given the product [Si:5]([O:8][C:9]1[CH:14]=[C:13]([NH2:15])[CH:12]=[CH:11][C:10]=1[O:18][CH3:19])([C:1]([CH3:4])([CH3:3])[CH3:2])([CH3:7])[CH3:6], predict the reactants needed to synthesize it. The reactants are: [C:1]([Si:5]([O:8][C:9]1[CH:14]=[C:13]([N+:15]([O-])=O)[CH:12]=[CH:11][C:10]=1[O:18][CH3:19])([CH3:7])[CH3:6])([CH3:4])([CH3:3])[CH3:2].[H][H]. (3) Given the product [F:33][C:34]1[CH:35]=[C:36]([CH:64]=[CH:65][CH:66]=1)[C:37]([NH:39][C:40]1[CH:45]=[CH:44][C:43]([C:46]2[CH:54]=[C:53]3[C:49]([CH2:50][N:51]([C@@H:56]([CH:61]([CH3:63])[CH3:62])[C:57]([OH:59])=[O:58])[C:52]3=[O:55])=[CH:48][CH:47]=2)=[CH:42][CH:41]=1)=[O:38], predict the reactants needed to synthesize it. The reactants are: C(NC1C=CC(C2C=C3C(CN([C@@H](C(C)C)C(O)=O)C3=O)=CC=2)=CC=1)(=O)C1C=CC=CC=1.[F:33][C:34]1[CH:35]=[C:36]([CH:64]=[CH:65][CH:66]=1)[C:37]([NH:39][C:40]1[CH:45]=[CH:44][C:43]([C:46]2[CH:54]=[C:53]3[C:49]([CH2:50][N:51]([C@@H:56]([CH:61]([CH3:63])[CH3:62])[C:57]([O:59]C)=[O:58])[C:52]3=[O:55])=[CH:48][CH:47]=2)=[CH:42][CH:41]=1)=[O:38]. (4) Given the product [NH2:27][C:28]1=[N:29][C:30](=[O:34])[N:31]([CH3:33])/[C:32]/1=[CH:43]\[C:10]1[CH:13]=[CH:14][C:7]([O:6][CH2:5][C:4]2[CH:17]=[CH:18][C:19]([C:21]([F:23])([F:22])[F:24])=[CH:20][C:3]=2[C:2]([F:1])([F:25])[F:26])=[C:8]([O:15][CH3:16])[CH:9]=1, predict the reactants needed to synthesize it. The reactants are: [F:1][C:2]([F:26])([F:25])[C:3]1[CH:20]=[C:19]([C:21]([F:24])([F:23])[F:22])[CH:18]=[CH:17][C:4]=1[CH2:5][O:6][C:7]1[CH:14]=[CH:13][C:10](C=O)=[CH:9][C:8]=1[O:15][CH3:16].[NH:27]=[C:28]1[CH2:32][N:31]([CH3:33])[C:30](=[O:34])[N:29]1C(C1C=CC=CC=1)=O.[CH3:43]C(C)([O-])C.[K+].